Binary Classification. Given a miRNA mature sequence and a target amino acid sequence, predict their likelihood of interaction. From a dataset of Experimentally validated miRNA-target interactions with 360,000+ pairs, plus equal number of negative samples. The miRNA is hsa-miR-4725-5p with sequence AGACCCUGCAGCCUUCCCACC. The protein sequence of the target gene is MADENQEIGGIHFPFPFPPYPIQKDFMAELYKVLEGGKIGIFESPTGTGKSLSLICGALSWLRDFEKKKLQAEALLLAPGSGPPSSEKNSLLTSSSCQEPTDTPRPAGEPDWVTEFVQKKEERDLVERLREEQVRRRKREERLKEVCQDGRLRFAAKRTKHEEEETEALLRLSREMLDAGTGPEQLEQLECGEEHLVLAEYESDEERRGSRVDEAEDDLEEEHITKIYYCSRTHSQLAQFVREVLKSPFGKETRLVSLGSRQTLCVNEDVKNLGSVQLMNDRCVDMQRSKREKNGTGEDK.... Result: 0 (no interaction).